This data is from CYP1A2 inhibition data for predicting drug metabolism from PubChem BioAssay. The task is: Regression/Classification. Given a drug SMILES string, predict its absorption, distribution, metabolism, or excretion properties. Task type varies by dataset: regression for continuous measurements (e.g., permeability, clearance, half-life) or binary classification for categorical outcomes (e.g., BBB penetration, CYP inhibition). Dataset: cyp1a2_veith. (1) The molecule is CC(N)=NCCCC[C@H](N)C(=O)O. The result is 0 (non-inhibitor). (2) The result is 1 (inhibitor). The compound is Cc1ccc2nc(C(C)O)[nH]c2c1. (3) The drug is FC(F)(F)c1nnc2c(Sc3ccc(Cl)cc3)nc3ccccc3n12. The result is 1 (inhibitor). (4) The molecule is Oc1ccc(-c2nc(-c3ccc(F)cc3)c(-c3ccncc3)[nH]2)cc1. The result is 1 (inhibitor).